From a dataset of Catalyst prediction with 721,799 reactions and 888 catalyst types from USPTO. Predict which catalyst facilitates the given reaction. (1) Reactant: [Cl:1][C:2]1[CH:3]=[N:4][CH:5]=[C:6]([Cl:27])[C:7]=1[NH:8][C:9]([C:11]1[C:12]2[N:13]([N:20]=[C:21]([C:23]([F:26])([F:25])[F:24])[CH:22]=2)[C:14]([CH:17]([OH:19])[CH3:18])=[CH:15][CH:16]=1)=[O:10].C(N(CC)CC)C. Product: [Cl:1][C:2]1[CH:3]=[N:4][CH:5]=[C:6]([Cl:27])[C:7]=1[NH:8][C:9]([C:11]1[C:12]2[N:13]([N:20]=[C:21]([C:23]([F:24])([F:26])[F:25])[CH:22]=2)[C:14]([C:17](=[O:19])[CH3:18])=[CH:15][CH:16]=1)=[O:10]. The catalyst class is: 16. (2) Reactant: [BH4-].[Na+].[CH3:3][O:4][C:5](/[C:7](/[C:13](/[C:26]([O:28][CH3:29])=[O:27])=[CH:14]/[C:15](=[O:25])[CH2:16][CH2:17][CH2:18][CH2:19][CH2:20][CH2:21][CH2:22][CH2:23][CH3:24])=[CH:8]\[C:9]([O:11][CH3:12])=[O:10])=[O:6].[NH4+].[Cl-]. Product: [CH3:3][O:4][C:5](/[C:7](=[C:13](\[C:26]([O:28][CH3:29])=[O:27])/[CH2:14][CH:15]([OH:25])[CH2:16][CH2:17][CH2:18][CH2:19][CH2:20][CH2:21][CH2:22][CH2:23][CH3:24])/[CH2:8][C:9]([O:11][CH3:12])=[O:10])=[O:6]. The catalyst class is: 61. (3) Reactant: C(OC(Cl)=O)C(C)C.C(N(CC)CC)C.[Cl:16][C:17]1[CH:22]=[CH:21][C:20]([CH2:23][CH2:24][C:25](O)=[O:26])=[CH:19][C:18]=1[C:28]([NH:30][CH2:31][C:32]12[CH2:41][CH:36]3[CH2:37][CH:38]([CH2:40][CH:34]([CH2:35]3)[CH2:33]1)[CH2:39]2)=[O:29]. Product: [Cl:16][C:17]1[CH:22]=[CH:21][C:20]([CH2:23][CH2:24][CH2:25][OH:26])=[CH:19][C:18]=1[C:28]([NH:30][CH2:31][C:32]12[CH2:41][CH:36]3[CH2:35][CH:34]([CH2:40][CH:38]([CH2:37]3)[CH2:39]1)[CH2:33]2)=[O:29]. The catalyst class is: 7. (4) Reactant: [NH2:1][C:2]1[C:7]([F:8])=[CH:6][N:5]=[C:4]([OH:9])[N:3]=1.[F:10][C:11]1[CH:12]=[C:13]([CH:17]=[C:18]([F:20])[CH:19]=1)[C:14](Cl)=[O:15]. Product: [NH2:1][C:2]1[C:7]([F:8])=[CH:6][N:5]([C:14](=[O:15])[C:13]2[CH:12]=[C:11]([F:10])[CH:19]=[C:18]([F:20])[CH:17]=2)[C:4](=[O:9])[N:3]=1. The catalyst class is: 10.